This data is from Forward reaction prediction with 1.9M reactions from USPTO patents (1976-2016). The task is: Predict the product of the given reaction. (1) Given the reactants [C:1]([O:5][C:6]([N:8]1[CH2:12][CH2:11][CH2:10][C@H:9]1[C:13]([OH:15])=O)=[O:7])([CH3:4])([CH3:3])[CH3:2].Cl.[CH3:17][NH:18][O:19][CH3:20].C(N(C(C)C)CC)(C)C.F[P-](F)(F)(F)(F)F.N1(OC(N(C)C)=[N+](C)C)C2N=CC=CC=2N=N1, predict the reaction product. The product is: [C:1]([O:5][C:6]([N:8]1[CH2:12][CH2:11][CH2:10][C@H:9]1[C:13](=[O:15])[N:18]([O:19][CH3:20])[CH3:17])=[O:7])([CH3:2])([CH3:3])[CH3:4]. (2) Given the reactants [CH2:1]([N:3]([CH3:28])[C:4]([C:6]1[N:11]=[CH:10][C:9]([O:12][C:13]2[C:18]3[CH:19]=[C:20]([CH3:22])[O:21][C:17]=3[CH:16]=[C:15]([C:23]([O:25]CC)=O)[CH:14]=2)=[CH:8][N:7]=1)=[O:5])[CH3:2].[CH3:29][C:30]1[N:31]=[CH:32][C:33]([NH2:36])=[N:34][CH:35]=1.[Cl-].C[Al+]C, predict the reaction product. The product is: [CH2:1]([N:3]([CH3:28])[C:4]([C:6]1[N:11]=[CH:10][C:9]([O:12][C:13]2[C:18]3[CH:19]=[C:20]([CH3:22])[O:21][C:17]=3[CH:16]=[C:15]([C:23](=[O:25])[NH:36][C:33]3[CH:32]=[N:31][C:30]([CH3:29])=[CH:35][N:34]=3)[CH:14]=2)=[CH:8][N:7]=1)=[O:5])[CH3:2]. (3) Given the reactants Cl[CH2:2][CH2:3][CH2:4][CH2:5][C:6]1([CH2:16][CH3:17])[C:14]2[C:9](=[CH:10][CH:11]=[CH:12][CH:13]=2)[NH:8][C:7]1=[O:15].[Cl:18][C:19]1[CH:20]=[C:21]([N:26]2[CH2:31][CH2:30][NH:29][CH2:28][CH2:27]2)[CH:22]=[CH:23][C:24]=1[F:25], predict the reaction product. The product is: [Cl:18][C:19]1[CH:20]=[C:21]([N:26]2[CH2:31][CH2:30][N:29]([CH2:2][CH2:3][CH2:4][CH2:5][C:6]3([CH2:16][CH3:17])[C:14]4[C:9](=[CH:10][CH:11]=[CH:12][CH:13]=4)[NH:8][C:7]3=[O:15])[CH2:28][CH2:27]2)[CH:22]=[CH:23][C:24]=1[F:25]. (4) Given the reactants [Cl:1][C:2]1[CH:3]=[C:4]([CH:8]=[CH:9][C:10]=1[O:11][CH2:12][CH2:13][CH3:14])[C:5]([OH:7])=O.O[NH:16][C:17](=[NH:29])[C:18]1[CH:23]=[CH:22][C:21]([O:24][CH:25]([CH3:27])[CH3:26])=[C:20]([I:28])[CH:19]=1.C(Cl)CCl.CCCC[N+](CCCC)(CCCC)CCCC.[F-], predict the reaction product. The product is: [Cl:1][C:2]1[CH:3]=[C:4]([C:5]2[O:7][N:16]=[C:17]([C:18]3[CH:23]=[CH:22][C:21]([O:24][CH:25]([CH3:26])[CH3:27])=[C:20]([I:28])[CH:19]=3)[N:29]=2)[CH:8]=[CH:9][C:10]=1[O:11][CH2:12][CH2:13][CH3:14]. (5) Given the reactants Br[C:2]1[CH:7]=[CH:6][C:5]([Cl:8])=[CH:4][C:3]=1[CH2:9][O:10][CH3:11].[Li]CCCC.[CH3:17][C:18]([S:21](/[N:23]=[CH:24]/[CH:25]([CH3:27])[CH3:26])=[O:22])([CH3:20])[CH3:19], predict the reaction product. The product is: [Cl:8][C:5]1[CH:6]=[CH:7][C:2]([CH:24]([NH:23][S:21]([C:18]([CH3:19])([CH3:17])[CH3:20])=[O:22])[CH:25]([CH3:27])[CH3:26])=[C:3]([CH2:9][O:10][CH3:11])[CH:4]=1. (6) The product is: [N:9]1([CH2:8][C:7]2[CH:18]=[CH:19][C:4]([NH2:1])=[CH:5][CH:6]=2)[C:17]2[C:12](=[CH:13][CH:14]=[CH:15][CH:16]=2)[CH:11]=[N:10]1. Given the reactants [N+:1]([C:4]1[CH:19]=[CH:18][C:7]([CH2:8][N:9]2[C:17]3[C:12](=[CH:13][CH:14]=[CH:15][CH:16]=3)[CH:11]=[N:10]2)=[CH:6][CH:5]=1)([O-])=O.C(O)C, predict the reaction product. (7) Given the reactants C(O)C.[CH2:4]1[C@H:8]([N:9]2[C:13]3[N:14]=[CH:15][N:16]=[C:17]([NH2:18])[C:12]=3[N:11]=[CH:10]2)[O:7][C@H:6]([CH2:19][OH:20])[C@H:5]1[OH:21], predict the reaction product. The product is: [CH2:4]1[C@@H:8]([N:9]2[C:13]3[N:14]=[CH:15][N:16]=[C:17]([NH2:18])[C:12]=3[N:11]=[CH:10]2)[O:7][C@@H:6]([CH2:19][OH:20])[C@@H:5]1[OH:21]. (8) Given the reactants [C:1]([N:4]([CH2:16][C:17]1[CH:22]=[CH:21][C:20]([O:23][CH2:24][CH2:25][N:26]2[CH2:31][CH2:30][CH2:29][CH2:28][CH2:27]2)=[C:19]([F:32])[CH:18]=1)[C:5]1[CH:6]=[C:7]([O:12]C(=O)C)[CH:8]=[CH:9][C:10]=1Br)(=[O:3])[CH3:2].C1(C)C(C)=CC=CC=1.C([Sn](CCCC)(CCCC)[C:46]1[S:47][C:48]2[CH:54]=[CH:53][CH:52]=[CH:51][C:49]=2[N:50]=1)CCC.C(=O)([O-])[O-].[K+].[K+], predict the reaction product. The product is: [S:47]1[C:48]2[CH:54]=[CH:53][CH:52]=[CH:51][C:49]=2[N:50]=[C:46]1[C:10]1[CH:9]=[CH:8][C:7]([OH:12])=[CH:6][C:5]=1[N:4]([CH2:16][C:17]1[CH:22]=[CH:21][C:20]([O:23][CH2:24][CH2:25][N:26]2[CH2:31][CH2:30][CH2:29][CH2:28][CH2:27]2)=[C:19]([F:32])[CH:18]=1)[C:1](=[O:3])[CH3:2].